The task is: Predict the product of the given reaction.. This data is from Forward reaction prediction with 1.9M reactions from USPTO patents (1976-2016). (1) Given the reactants Cl.Cl.[O:3]1[C:8]2=[CH:9][CH:10]=[CH:11][C:7]2=[CH:6][C:5]([CH:12]2[CH2:17][CH2:16][CH2:15][CH2:14][N:13]2[CH2:18][CH2:19][C@H:20]2[CH2:25][CH2:24][C@H:23]([NH2:26])[CH2:22][CH2:21]2)=[CH:4]1.[CH:27]1([C:30]2[CH:38]=[CH:37][C:33]([C:34](O)=[O:35])=[CH:32][CH:31]=2)[CH2:29][CH2:28]1, predict the reaction product. The product is: [O:3]1[C:8]2=[CH:9][CH:10]=[CH:11][C:7]2=[CH:6][C:5]([CH:12]2[CH2:17][CH2:16][CH2:15][CH2:14][N:13]2[CH2:18][CH2:19][C@H:20]2[CH2:21][CH2:22][C@H:23]([NH:26][C:34](=[O:35])[C:33]3[CH:37]=[CH:38][C:30]([CH:27]4[CH2:29][CH2:28]4)=[CH:31][CH:32]=3)[CH2:24][CH2:25]2)=[CH:4]1. (2) Given the reactants [C:1]1([NH:7][C:8]2[CH:13]=[CH:12][CH:11]=[CH:10][CH:9]=2)[CH:6]=[CH:5][CH:4]=[CH:3][CH:2]=1.Cl[C:15]1[C:20]([CH3:21])=[CH:19][CH:18]=[CH:17][C:16]=1[CH3:22].CC(C)([O-])C.[Na+], predict the reaction product. The product is: [CH3:22][C:16]1[CH:17]=[CH:18][CH:19]=[C:20]([CH3:21])[C:15]=1[N:7]([C:8]1[CH:9]=[CH:10][CH:11]=[CH:12][CH:13]=1)[C:1]1[CH:6]=[CH:5][CH:4]=[CH:3][CH:2]=1. (3) Given the reactants [Cl:1][C:2]1[CH:7]=[CH:6][CH:5]=[CH:4][C:3]=1[C:8]1[NH:13][C:12](=[O:14])[C:11]([CH:15]=O)=[CH:10][C:9]=1[C:17]1[CH:22]=[CH:21][C:20]([Cl:23])=[CH:19][CH:18]=1.CN(C=O)C.[C:29]([O:36]C)(=O)[CH2:30][C:31](OC)=[O:32].[NH:38]1[CH2:43][CH2:42][CH2:41][CH2:40][CH2:39]1, predict the reaction product. The product is: [Cl:1][C:2]1[CH:7]=[CH:6][CH:5]=[CH:4][C:3]=1[C:8]1[N:13]=[C:12]2[O:14][C:29](=[O:36])[C:30]([C:31]([N:38]3[CH2:43][CH2:42][CH2:41][CH2:40][CH2:39]3)=[O:32])=[CH:15][C:11]2=[CH:10][C:9]=1[C:17]1[CH:22]=[CH:21][C:20]([Cl:23])=[CH:19][CH:18]=1. (4) Given the reactants Cl.[NH2:2][C@@H:3]([CH2:25][CH:26]1[CH2:30][CH2:29][CH2:28][CH2:27]1)[C:4]([NH:6][C@H:7]1[CH2:13][CH2:12][C@@H:11]([CH3:14])[N:10]([S:15]([C:18]2[CH:23]=[CH:22][CH:21]=[CH:20][N:19]=2)(=[O:17])=[O:16])[CH2:9][C@@H:8]1[OH:24])=[O:5].[O:31]1[C:35]([C:36](O)=[O:37])=[CH:34][CH:33]=[N:32]1.CC(OI1(OC(C)=O)(OC(C)=O)OC(=O)C2C=CC=CC1=2)=O, predict the reaction product. The product is: [CH:26]1([CH2:25][C@H:3]([NH:2][C:36]([C:35]2[O:31][N:32]=[CH:33][CH:34]=2)=[O:37])[C:4](=[O:5])[NH:6][C@H:7]2[CH2:13][CH2:12][C@@H:11]([CH3:14])[N:10]([S:15]([C:18]3[CH:23]=[CH:22][CH:21]=[CH:20][N:19]=3)(=[O:16])=[O:17])[CH2:9][C:8]2=[O:24])[CH2:27][CH2:28][CH2:29][CH2:30]1. (5) The product is: [F:52][C:16]1[CH:17]=[C:18]2[C:13]([C:12]([C:23]3[CH:24]=[N:25][N:26]([CH2:28][C:38]([NH:36][CH3:35])=[O:42])[CH:27]=3)=[CH:11][NH:10]2)=[CH:14][CH:15]=1. Given the reactants C1(S([N:10]2[C:18]3[C:13](=[CH:14][CH:15]=[C:16](C(F)(F)F)[CH:17]=3)[C:12]([C:23]3[CH:24]=[N:25][N:26]([C:28](OC(C)(C)C)=O)[CH:27]=3)=[CH:11]2)(=O)=O)C=CC=CC=1.[CH3:35][N:36]([C:38]([O:42]N1N=NC2C=CC=NC1=2)=[N+](C)C)C.[F:52][P-](F)(F)(F)(F)F.CCN(CC)CC.CN, predict the reaction product. (6) Given the reactants [CH3:1][O:2][C:3]1[CH:11]=[C:10]2[C:6]([CH:7]=[C:8]([CH3:12])[NH:9]2)=[CH:5][CH:4]=1.[C:13](O[C:13]([C:15]([F:18])([F:17])[F:16])=[O:14])([C:15]([F:18])([F:17])[F:16])=[O:14], predict the reaction product. The product is: [F:16][C:15]([F:18])([F:17])[C:13]([C:7]1[C:6]2[C:10](=[CH:11][C:3]([O:2][CH3:1])=[CH:4][CH:5]=2)[NH:9][C:8]=1[CH3:12])=[O:14]. (7) Given the reactants Cl[C:2]1[C:11]2[C:6](=[CH:7][C:8]([CH3:12])=[CH:9][CH:10]=2)[N:5]=[C:4]([C:13]2[CH:18]=[CH:17][CH:16]=[CH:15][C:14]=2[OH:19])[N:3]=1.[C:20]([O:24][C:25](=[O:32])[NH:26][C@H:27]1[CH2:31][CH2:30][NH:29][CH2:28]1)([CH3:23])([CH3:22])[CH3:21].C(N(CC)CC)C, predict the reaction product. The product is: [C:20]([O:24][C:25](=[O:32])[NH:26][C@H:27]1[CH2:31][CH2:30][N:29]([C:2]2[C:11]3[C:6](=[CH:7][C:8]([CH3:12])=[CH:9][CH:10]=3)[N:5]=[C:4]([C:13]3[CH:18]=[CH:17][CH:16]=[CH:15][C:14]=3[OH:19])[N:3]=2)[CH2:28]1)([CH3:23])([CH3:21])[CH3:22]. (8) Given the reactants I[C:2]1[CH:3]=[N:4][NH:5][C:6]=1[C:7]1[CH:12]=[CH:11][N:10]=[C:9]([S:13][CH3:14])[N:8]=1.[CH3:15][N:16](C=O)C, predict the reaction product. The product is: [C:15]([C:2]1[CH:3]=[N:4][NH:5][C:6]=1[C:7]1[CH:12]=[CH:11][N:10]=[C:9]([S:13][CH3:14])[N:8]=1)#[N:16].